Dataset: Full USPTO retrosynthesis dataset with 1.9M reactions from patents (1976-2016). Task: Predict the reactants needed to synthesize the given product. Given the product [Cl:1][C:2]1[CH:7]=[CH:6][C:5]([CH:8]([CH:11]2[CH2:12][CH2:13][N:14]([C:17]([O:19][C:20]([CH3:23])([CH3:22])[CH3:21])=[O:18])[CH2:15][CH2:16]2)[CH2:9][OH:10])=[CH:4][CH:3]=1, predict the reactants needed to synthesize it. The reactants are: [Cl:1][C:2]1[CH:7]=[CH:6][C:5]([CH:8]([CH:11]2[CH2:16][CH2:15][N:14]([C:17]([O:19][C:20]([CH3:23])([CH3:22])[CH3:21])=[O:18])[CH2:13][CH2:12]2)[CH:9]=[O:10])=[CH:4][CH:3]=1.[BH4-].[Na+].